Dataset: Forward reaction prediction with 1.9M reactions from USPTO patents (1976-2016). Task: Predict the product of the given reaction. (1) Given the reactants [CH2:1]([N:8]1[CH:12]=[C:11]([OH:13])[CH:10]=[N:9]1)[C:2]1[CH:7]=[CH:6][CH:5]=[CH:4][CH:3]=1.[C:14]([O-])([O-])=O.[Cs+].[Cs+], predict the reaction product. The product is: [CH3:14][O:13][C:11]1[CH:10]=[N:9][N:8]([CH2:1][C:2]2[CH:3]=[CH:4][CH:5]=[CH:6][CH:7]=2)[CH:12]=1. (2) The product is: [CH2:1]1[C:10]2[C:5](=[CH:6][C:7]([C:11]#[N:17])=[CH:8][CH:9]=2)[CH2:4][CH2:3][C:2]21[O:16][CH2:15][CH2:14][O:13]2. Given the reactants [CH2:1]1[C:10]2[C:5](=[CH:6][C:7]([CH:11]=O)=[CH:8][CH:9]=2)[CH2:4][CH2:3][C:2]21[O:16][CH2:15][CH2:14][O:13]2.[NH3:17].[O-]S([O-])(=O)=O.[Mg+2], predict the reaction product. (3) Given the reactants [CH2:1]=[CH:2][CH2:3][CH2:4][CH2:5][CH2:6][CH2:7][CH2:8][CH2:9][CH2:10][CH2:11][CH3:12].Br[C:14]1[CH:15]=[C:16]([CH:19]=[CH:20][CH:21]=1)[C:17]#[N:18], predict the reaction product. The product is: [CH2:12]([C:14]1[CH:15]=[C:16]([CH:19]=[CH:20][CH:21]=1)[C:17]#[N:18])[CH2:11][CH2:10][CH2:9][CH2:8][CH2:7][CH2:6][CH2:5][CH2:4][CH2:3][CH2:2][CH3:1]. (4) Given the reactants [CH2:1]([N:8]1[CH2:13][CH2:12][O:11][CH:10]([C:14]([C:25]2[CH:30]=[CH:29][CH:28]=[CH:27][CH:26]=2)([OH:24])[CH2:15][C:16]2[CH:21]=[CH:20][CH:19]=[CH:18][C:17]=2[O:22][CH3:23])[CH2:9]1)[C:2]1[CH:7]=[CH:6][CH:5]=[CH:4][CH:3]=1.ClCC1C=C([F:39])C=CC=1OC, predict the reaction product. The product is: [CH2:1]([N:8]1[CH2:13][CH2:12][O:11][CH:10]([C:14]([C:25]2[CH:30]=[CH:29][CH:28]=[CH:27][CH:26]=2)([OH:24])[CH2:15][C:16]2[CH:21]=[C:20]([F:39])[CH:19]=[CH:18][C:17]=2[O:22][CH3:23])[CH2:9]1)[C:2]1[CH:3]=[CH:4][CH:5]=[CH:6][CH:7]=1.